Task: Regression. Given a peptide amino acid sequence and an MHC pseudo amino acid sequence, predict their binding affinity value. This is MHC class I binding data.. Dataset: Peptide-MHC class I binding affinity with 185,985 pairs from IEDB/IMGT (1) The peptide sequence is YTPGPGIRY. The MHC is HLA-B51:01 with pseudo-sequence HLA-B51:01. The binding affinity (normalized) is 0. (2) The peptide sequence is LAKRFSRGLL. The MHC is HLA-B08:01 with pseudo-sequence HLA-B08:01. The binding affinity (normalized) is 0.325. (3) The peptide sequence is FTNKLINGY. The MHC is HLA-A11:01 with pseudo-sequence HLA-A11:01. The binding affinity (normalized) is 0.278. (4) The peptide sequence is GVTVIKNNMI. The MHC is HLA-B44:02 with pseudo-sequence HLA-B44:02. The binding affinity (normalized) is 0. (5) The peptide sequence is CVRMYNPT. The MHC is HLA-B27:05 with pseudo-sequence HLA-B27:05. The binding affinity (normalized) is 0.148.